From a dataset of Catalyst prediction with 721,799 reactions and 888 catalyst types from USPTO. Predict which catalyst facilitates the given reaction. (1) Reactant: [OH:1][CH2:2][C@@H:3]1[CH2:5][C@H:4]1[C:6]#[C:7][C:8]#[C:9][C:10]1[CH:15]=[CH:14][C:13]([CH2:16][CH2:17][C:18]([CH3:27])([S:23]([CH3:26])(=[O:25])=[O:24])[C:19](OC)=[O:20])=[CH:12][CH:11]=1.[NH2:28][OH:29].CC(O)=O. Product: [OH:29][NH:28][C:19](=[O:20])[C:18]([CH3:27])([S:23]([CH3:26])(=[O:25])=[O:24])[CH2:17][CH2:16][C:13]1[CH:14]=[CH:15][C:10]([C:9]#[C:8][C:7]#[C:6][C@@H:4]2[CH2:5][C@H:3]2[CH2:2][OH:1])=[CH:11][CH:12]=1. The catalyst class is: 32. (2) Reactant: [NH:1]([C:5]1[CH:11]=[CH:10][C:8]([OH:9])=[CH:7][CH:6]=1)[C:2]([CH3:4])=[O:3].C([O-])([O-])=O.[K+].[K+].[I-].[Na+].Br[CH2:21][CH2:22][CH2:23][CH2:24][CH2:25][C:26]([O:28][CH3:29])=[O:27]. The catalyst class is: 21. Product: [CH3:29][O:28][C:26](=[O:27])[CH2:25][CH2:24][CH2:23][CH2:22][CH2:21][O:9][C:8]1[CH:10]=[CH:11][C:5]([NH:1][C:2](=[O:3])[CH3:4])=[CH:6][CH:7]=1. (3) Reactant: [Br:1][C:2]1[S:3][CH:4]=[C:5]([C:7]([OH:9])=O)[N:6]=1.C[N:11](C=O)C.S(Cl)(Cl)=O.[OH-].[NH4+]. Product: [Br:1][C:2]1[S:3][CH:4]=[C:5]([C:7]([NH2:11])=[O:9])[N:6]=1. The catalyst class is: 124. (4) Reactant: C[O:2][C:3](=O)[CH:4]([C:9]1[CH:14]=[CH:13][C:12]([F:15])=[CH:11][C:10]=1[N+:16]([O-])=O)C(OC)=O.Cl. The catalyst class is: 180. Product: [F:15][C:12]1[CH:11]=[C:10]2[C:9]([CH2:4][C:3](=[O:2])[NH:16]2)=[CH:14][CH:13]=1. (5) Reactant: C([Mg]Br)C.[CH3:5][Si:6]([CH3:12])([CH3:11])[O:7][CH2:8][C:9]#[CH:10].[N:13]1([C:20]([O:22][C:23]([CH3:26])([CH3:25])[CH3:24])=[O:21])[CH2:18][CH2:17][C:16](=[O:19])[CH2:15][CH2:14]1.[Cl-].[NH4+]. Product: [OH:19][C:16]1([C:10]#[C:9][CH2:8][O:7][Si:6]([CH3:12])([CH3:11])[CH3:5])[CH2:15][CH2:14][N:13]([C:20]([O:22][C:23]([CH3:26])([CH3:25])[CH3:24])=[O:21])[CH2:18][CH2:17]1. The catalyst class is: 7. (6) Reactant: [Br:1][C:2]1[C:3]([C:9]#[N:10])=[N:4][CH:5]=[C:6](F)[CH:7]=1.[NH2:11][C@H:12]([CH2:16][CH:17]1[CH2:22][CH2:21][CH2:20][CH2:19][CH2:18]1)[C:13]([NH2:15])=[O:14].CCN(C(C)C)C(C)C.O. Product: [Br:1][C:2]1[CH:7]=[C:6]([NH:11][C@H:12]([CH2:16][CH:17]2[CH2:22][CH2:21][CH2:20][CH2:19][CH2:18]2)[C:13]([NH2:15])=[O:14])[CH:5]=[N:4][C:3]=1[C:9]#[N:10]. The catalyst class is: 197.